Dataset: Full USPTO retrosynthesis dataset with 1.9M reactions from patents (1976-2016). Task: Predict the reactants needed to synthesize the given product. (1) Given the product [CH3:20][C@H:9]1[CH2:10][CH2:11][CH2:12][C@H:13]([C:14](=[O:19])[CH2:15][CH2:16][CH:17]=[CH2:18])[NH:8]1, predict the reactants needed to synthesize it. The reactants are: C([N:8]1[C@@H:13]([C:14](=[O:19])[CH2:15][CH2:16][CH:17]=[CH2:18])[CH2:12][CH2:11][CH2:10][C@@H:9]1[CH3:20])(OC(C)(C)C)=O. (2) Given the product [CH:1]1([CH2:6][CH:7]([N:11]2[C:16](=[O:17])[CH:15]=[C:14]([CH2:18][C:19]3[C:24]([F:25])=[CH:23][CH:22]=[CH:21][C:20]=3[F:26])[CH:13]=[N:12]2)[C:8]([NH:27][C:28]2[CH:32]=[CH:31][N:30]([CH2:33][C:34]([OH:36])([CH3:35])[CH3:37])[N:29]=2)=[O:10])[CH2:5][CH2:4][CH2:3][CH2:2]1, predict the reactants needed to synthesize it. The reactants are: [CH:1]1([CH2:6][CH:7]([N:11]2[C:16](=[O:17])[CH:15]=[C:14]([CH2:18][C:19]3[C:24]([F:25])=[CH:23][CH:22]=[CH:21][C:20]=3[F:26])[CH:13]=[N:12]2)[C:8]([OH:10])=O)[CH2:5][CH2:4][CH2:3][CH2:2]1.[NH2:27][C:28]1[CH:32]=[CH:31][N:30]([CH2:33][C:34]([CH3:37])([OH:36])[CH3:35])[N:29]=1. (3) The reactants are: [S:1]1[C:7]2[CH:8]=[CH:9][CH:10]=[CH:11][C:6]=2[CH2:5][NH:4][CH2:3][CH2:2]1.C(N(CC)CC)C.[C:19](OC(=O)C)(=[O:21])[CH3:20]. Given the product [S:1]1[C:7]2[CH:8]=[CH:9][CH:10]=[CH:11][C:6]=2[CH2:5][N:4]([C:19](=[O:21])[CH3:20])[CH2:3][CH2:2]1, predict the reactants needed to synthesize it. (4) Given the product [NH2:36][C:29]1[C:30]2[C:35](=[CH:34][CH:33]=[CH:32][CH:31]=2)[C:26]([N:23]2[CH2:24][CH2:25][N:20]([C:18]([C:13]3[CH:14]=[CH:15][CH:16]=[CH:17][C:12]=3[F:11])=[O:19])[CH2:21][CH2:22]2)=[N:27][CH:28]=1, predict the reactants needed to synthesize it. The reactants are: [O-]S(S([O-])=O)=O.[Na+].[Na+].[NH4+].[OH-].[F:11][C:12]1[CH:17]=[CH:16][CH:15]=[CH:14][C:13]=1[C:18]([N:20]1[CH2:25][CH2:24][N:23]([C:26]2[C:35]3[C:30](=[CH:31][CH:32]=[CH:33][CH:34]=3)[C:29]([N+:36]([O-])=O)=[CH:28][N:27]=2)[CH2:22][CH2:21]1)=[O:19].C1COCC1. (5) Given the product [Cl:1][C:2]1[CH:19]=[CH:18][C:5]2[C:6](=[CH:15][CH2:16][O:17][CH3:26])[C:7]3[CH:14]=[CH:13][CH:12]=[CH:11][C:8]=3[CH2:9][CH2:10][C:4]=2[CH:3]=1, predict the reactants needed to synthesize it. The reactants are: [Cl:1][C:2]1[CH:19]=[CH:18][C:5]2[C:6](=[CH:15][CH2:16][OH:17])[C:7]3[CH:14]=[CH:13][CH:12]=[CH:11][C:8]=3[CH2:9][CH2:10][C:4]=2[CH:3]=1.[H-].[Na+].S(OC)(O[CH3:26])(=O)=O. (6) Given the product [Cl:20][C:19]1[C:4]([C:3]([F:21])([F:2])[F:22])=[CH:5][C:6]2[NH:10][C:9](=[O:11])[N:8]([CH:12]3[CH2:17][CH2:16][N:15]([C:24]4([C:25]#[N:26])[CH2:28][CH2:34][O:29][CH2:30][CH2:23]4)[CH2:14][CH2:13]3)[C:7]=2[CH:18]=1, predict the reactants needed to synthesize it. The reactants are: Cl.[F:2][C:3]([F:22])([F:21])[C:4]1[C:19]([Cl:20])=[CH:18][C:7]2[N:8]([CH:12]3[CH2:17][CH2:16][NH:15][CH2:14][CH2:13]3)[C:9](=[O:11])[NH:10][C:6]=2[CH:5]=1.[CH3:23][C:24]([CH3:28])(O)[C:25]#[N:26].[O:29]1[CH2:34]CC(=O)C[CH2:30]1.CC(N(C)C)=O. (7) Given the product [F:1][C:2]([F:14])([F:15])[CH2:3][O:4][C:5]1[CH:10]=[CH:9][CH:8]=[CH:7][C:6]=1[NH2:11], predict the reactants needed to synthesize it. The reactants are: [F:1][C:2]([F:15])([F:14])[CH2:3][O:4][C:5]1[CH:10]=[CH:9][CH:8]=[CH:7][C:6]=1[N+:11]([O-])=O.[H][H].